This data is from Experimentally validated miRNA-target interactions with 360,000+ pairs, plus equal number of negative samples. The task is: Binary Classification. Given a miRNA mature sequence and a target amino acid sequence, predict their likelihood of interaction. (1) The miRNA is hsa-miR-6810-3p with sequence UCCCCUGCUCCCUUGUUCCCCAG. The protein sequence of the target gene is MLRQCARWVLTRTRFGRGCRRYGSCSPSASGDAGEARAYFTTPIFYVNAAPHIGHLYSALLADALCRHRRLRVPGSASTRFSTGTDEHGLKIQQAAATAGLAPIELCDRVSAQFLQLFREADISSTDFIRTTEARHRVAVQHFWGVLEARGLLYKGIYEGWYCASDECFLPEAKVTRQVGPSGDPCPVSLESGHPVSWTKEENYIFKLSQFREPLQRWLGNNPQAITPEPFHQAVLQWLEEELPDLSVSRRSSHLHWGIPVPGDDSQTIYVWLDALVNYLTVVGYPDADFKSWWPATSHI.... Result: 0 (no interaction). (2) The miRNA is hsa-miR-4697-3p with sequence UGUCAGUGACUCCUGCCCCUUGGU. The protein sequence of the target gene is MEASWLETRWARPLHLALVFCLALVLMQAMKLYLRRQRLLRDLSPFPGPPAHWLLGHQKFLQEDNMETLDEIVKKHPCAFPCWVGPFQAFFYIYDPDYAKIFLSRTDPKMQYLHQLLTPCIGRGLLNLDGPRWFQHRCLLTPAFHQDILKPCVDTMAHSVKVMLDKWEKMWTTQETTIEVFEHINLMTLDIIMKCAFGQETNCQINGTYESYVKATFELGEIISSRLYNFWHHHDIIFKLSPKGHCFQELGKVIHQYTEKIIQDRKKILKNQVKQDDTQTSQIFLDIVLSAQAEDERAFS.... Result: 0 (no interaction).